From a dataset of Forward reaction prediction with 1.9M reactions from USPTO patents (1976-2016). Predict the product of the given reaction. Given the reactants Cl[C:2](=[O:7])[C:3]([O:5][CH3:6])=[O:4].[O:8]1[CH2:13][CH2:12][N:11]([C:14]2[CH:20]=[CH:19][C:17]([NH2:18])=[CH:16][CH:15]=2)[CH2:10][CH2:9]1.C(N(C(C)C)C(C)C)C, predict the reaction product. The product is: [N:11]1([C:14]2[CH:15]=[CH:16][C:17]([NH:18][C:2](=[O:7])[C:3]([O:5][CH3:6])=[O:4])=[CH:19][CH:20]=2)[CH2:10][CH2:9][O:8][CH2:13][CH2:12]1.